From a dataset of Reaction yield outcomes from USPTO patents with 853,638 reactions. Predict the reaction yield, written as a fraction of the theoretical maximum amount of product (1.0 means a 100% yield; for example, 0.34 means a 34% yield). (1) The reactants are [C:1]([C:5]1[CH:6]=[C:7]([CH:33]=[CH:34][CH:35]=1)[O:8][CH:9]([CH3:32])[C:10]([NH:12][C:13]1[CH:18]=[CH:17][C:16]([CH:19]([CH:23]([C:28]([O:30]C)=[O:29])[C:24]([O:26]C)=[O:25])[C:20]#[C:21][CH3:22])=[CH:15][CH:14]=1)=[O:11])([CH3:4])([CH3:3])[CH3:2].O.Cl. The catalyst is C(#N)C.[OH-].[Na+]. The product is [C:1]([C:5]1[CH:6]=[C:7]([CH:33]=[CH:34][CH:35]=1)[O:8][CH:9]([CH3:32])[C:10]([NH:12][C:13]1[CH:18]=[CH:17][C:16]([CH:19]([CH:23]([C:24]([OH:26])=[O:25])[C:28]([OH:30])=[O:29])[C:20]#[C:21][CH3:22])=[CH:15][CH:14]=1)=[O:11])([CH3:2])([CH3:3])[CH3:4]. The yield is 1.00. (2) The reactants are [NH:1]1[C:5]2=[N:6][CH:7]=[C:8]([C:10]3[CH2:15][CH2:14][CH:13]([N:16]4[CH2:22][CH2:21][CH2:20][O:19][CH2:18][CH2:17]4)[CH2:12][CH:11]=3)[CH:9]=[C:4]2[CH:3]=[CH:2]1.[H-].[Na+].[C:25]([Si:29]([CH3:32])([CH3:31])Cl)([CH3:28])([CH3:27])[CH3:26]. The catalyst is CN(C=O)C.CCOC(C)=O.C([O-])(O)=O.[Na+]. The product is [Si:29]([N:1]1[C:5]2=[N:6][CH:7]=[C:8]([C:10]3[CH2:15][CH2:14][CH:13]([N:16]4[CH2:22][CH2:21][CH2:20][O:19][CH2:18][CH2:17]4)[CH2:12][CH:11]=3)[CH:9]=[C:4]2[CH:3]=[CH:2]1)([C:25]([CH3:28])([CH3:27])[CH3:26])([CH3:32])[CH3:31]. The yield is 0.870.